This data is from Full USPTO retrosynthesis dataset with 1.9M reactions from patents (1976-2016). The task is: Predict the reactants needed to synthesize the given product. (1) Given the product [NH2:32][C:14]1[CH:13]=[C:12]([NH:11][C:2](=[O:3])[O:4][C:5]2[CH:10]=[CH:9][CH:8]=[CH:7][CH:6]=2)[C:17]([S:18](=[O:30])(=[O:31])[NH:19][C:20]2[CH:21]=[CH:22][C:23]3[CH2:27][O:26][B:25]([OH:28])[C:24]=3[CH:29]=2)=[N:16][CH:15]=1, predict the reactants needed to synthesize it. The reactants are: Cl[C:2]([O:4][C:5]1[CH:10]=[CH:9][CH:8]=[CH:7][CH:6]=1)=[O:3].[NH2:11][C:12]1[CH:13]=[C:14]([NH:32]C(=O)OCC2C=CC=CC=2)[CH:15]=[N:16][C:17]=1[S:18](=[O:31])(=[O:30])[NH:19][C:20]1[CH:21]=[CH:22][C:23]2[CH2:27][O:26][B:25]([OH:28])[C:24]=2[CH:29]=1. (2) Given the product [CH3:7][C:4]1[N:5]=[N:40][N:39]([CH3:38])[C:3]=1[C:8]1[CH:20]=[N:19][C:18]2[C:17]3[C:16]([O:71][CH3:70])=[CH:15][C:14]([C:21]([OH:24])([CH3:23])[CH3:22])=[CH:13][C:12]=3[N:11]([C@@H:25]([CH:32]3[CH2:33][CH2:34][O:35][CH2:36][CH2:37]3)[C:26]3[CH:27]=[CH:28][CH:29]=[CH:30][CH:31]=3)[C:10]=2[CH:9]=1, predict the reactants needed to synthesize it. The reactants are: CC1O[N:5]=[C:4]([CH3:7])[C:3]=1[C:8]1[CH:20]=[N:19][C:18]2[C:17]3[CH:16]=[CH:15][C:14]([C:21]([OH:24])([CH3:23])[CH3:22])=[CH:13][C:12]=3[N:11]([CH:25]([CH:32]3[CH2:37][CH2:36][O:35][CH2:34][CH2:33]3)[C:26]3[CH:31]=[CH:30][CH:29]=[CH:28][CH:27]=3)[C:10]=2[CH:9]=1.[CH3:38][N:39]1C(C2C=NC3C4C(OC)=CC(C(OC)=O)=CC=4NC=3C=2)=C(C)N=[N:40]1.C1([C@@H:70](C2CCOCC2)[OH:71])C=CC=CC=1. (3) Given the product [CH2:1]([O:8][C@@H:9]1[C@@H:14]([O:15][CH2:16][C:17]2[CH:22]=[CH:21][CH:20]=[CH:19][CH:18]=2)[C@H:13]([O:23][CH2:24][C:25]2[CH:30]=[CH:29][CH:28]=[CH:27][CH:26]=2)[C@@H:12]([CH2:31][O:32][CH2:33][C:34]2[CH:39]=[CH:38][CH:37]=[CH:36][CH:35]=2)[O:11][C@H:10]1[N:40]1[C:48]2[C:43](=[C:44]([CH3:49])[CH:45]=[CH:46][CH:47]=2)[C:42]([CH2:50][C:51]2[CH:56]=[CH:55][C:54](/[CH:57]=[CH:58]/[CH2:59][C:60]([O:62][CH3:63])=[O:61])=[CH:53][CH:52]=2)=[CH:41]1)[C:2]1[CH:3]=[CH:4][CH:5]=[CH:6][CH:7]=1, predict the reactants needed to synthesize it. The reactants are: [CH2:1]([O:8][C@@H:9]1[C@@H:14]([O:15][CH2:16][C:17]2[CH:22]=[CH:21][CH:20]=[CH:19][CH:18]=2)[C@H:13]([O:23][CH2:24][C:25]2[CH:30]=[CH:29][CH:28]=[CH:27][CH:26]=2)[C@@H:12]([CH2:31][O:32][CH2:33][C:34]2[CH:39]=[CH:38][CH:37]=[CH:36][CH:35]=2)[O:11][C@H:10]1[N:40]1[C:48]2[C:43](=[C:44]([CH3:49])[CH:45]=[CH:46][CH:47]=2)[C:42]([CH2:50][C:51]2[CH:56]=[CH:55][C:54](/[CH:57]=[CH:58]/[CH2:59][C:60]([OH:62])=[O:61])=[CH:53][CH:52]=2)=[CH:41]1)[C:2]1[CH:7]=[CH:6][CH:5]=[CH:4][CH:3]=1.[C:63](=O)([O-])[O-].[K+].[K+].CI.O. (4) Given the product [Cl:67][C:65]1[N:64]=[C:63]2[C:59]([N:60]=[CH:61][N:62]2[CH:68]2[CH2:72][CH2:71][CH2:77][CH2:78][O:79]2)=[C:58]([NH:57][C@H:20]2[CH2:25][CH2:24][C@H:23]([NH:26][C:27]3[N:35]=[C:34]([Cl:36])[N:33]=[C:32]4[C:28]=3[N:29]=[CH:30][N:31]4[CH:37]3[CH2:41][CH2:40][CH2:46][CH2:47][O:49]3)[CH2:22][CH2:21]2)[N:66]=1, predict the reactants needed to synthesize it. The reactants are: [C@@H]1(N2C3N=CN=C(N)C=3N=C2)O[C@H](CO)[C@@H](O)[C@H]1O.[C@H:20]1([NH:57][C:58]2[N:66]=[C:65]([Cl:67])[N:64]=[C:63]3[C:59]=2[N:60]=[CH:61][N:62]3[C@H:68]2[C@H:72](CC([O-])=O)[C@@H:71]([CH2:77][C:78]([O-])=[O:79])[C@H](C3N=NN(CC)N=3)O2)[CH2:25][CH2:24][C@H:23]([NH:26][C:27]2[N:35]=[C:34]([Cl:36])[N:33]=[C:32]3[C:28]=2[N:29]=[CH:30][N:31]3[C@H:37]2[C@H:41](CC([O-])=O)[C@@H:40]([CH2:46][C:47]([O-:49])=O)[C@H](C3N=NN(CC)N=3)O2)[CH2:22][CH2:21]1.N[C@H]1CC[C@H](N)CC1.C(N(C(C)C)CC)(C)C. (5) Given the product [C:36]1([C:26]2[N:27]=[C:28]([C:30]3[CH:31]=[CH:32][CH:33]=[CH:34][CH:35]=3)[N:29]=[C:24]([N:20]3[C:9]4[CH:8]=[CH:7][C:6]5[C:5]6[CH:4]=[CH:3][CH:2]=[CH:1][C:13]=6[O:12][C:11]=5[C:10]=4[C:14]4[C:19]3=[CH:18][CH:17]=[CH:16][CH:15]=4)[N:25]=2)[CH:41]=[CH:40][CH:39]=[CH:38][CH:37]=1, predict the reactants needed to synthesize it. The reactants are: [CH:1]1[C:13]2[O:12][C:11]3[C:10]4[C:14]5[C:19]([NH:20][C:9]=4[CH:8]=[CH:7][C:6]=3[C:5]=2[CH:4]=[CH:3][CH:2]=1)=[CH:18][CH:17]=[CH:16][CH:15]=5.[H-].[Na+].Cl[C:24]1[N:29]=[C:28]([C:30]2[CH:35]=[CH:34][CH:33]=[CH:32][CH:31]=2)[N:27]=[C:26]([C:36]2[CH:41]=[CH:40][CH:39]=[CH:38][CH:37]=2)[N:25]=1. (6) Given the product [Cl:33][CH2:32][CH2:31][CH2:30][CH2:29][CH2:28][CH2:27][CH2:26][CH2:25][CH2:24][C@@H:14]1[CH2:13][C:12]2[C@H:7]([CH2:8][CH2:9][C:10](=[O:34])[CH:11]=2)[C@@H:6]2[C@@H:15]1[C@H:16]1[C@@:20]([CH2:22][C@H:5]2[OH:4])([CH3:21])[C:19](=[O:23])[CH2:18][CH2:17]1, predict the reactants needed to synthesize it. The reactants are: C([O:4][C@@H:5]1[CH2:22][C@@:20]2([CH3:21])[C@@H:16]([CH2:17][CH2:18][C:19]2=[O:23])[C@H:15]2[C@H:6]1[C@@H:7]1[C:12]([CH2:13][C@H:14]2[CH2:24][CH2:25][CH2:26][CH2:27][CH2:28][CH2:29][CH2:30][CH2:31][CH2:32][Cl:33])=[CH:11][C:10](=[O:34])[CH2:9][CH2:8]1)(=O)C.[OH-].[K+]. (7) Given the product [N:1]([CH2:4][CH:5]1[NH:10][C:9]2[C:11]([C:20]3[CH:21]=[CH:22][C:23]([C:25]([F:28])([F:26])[F:27])=[CH:24][C:19]=3[C:18]([F:17])([F:32])[F:33])=[CH:12][C:13]([Cl:15])=[CH:14][C:8]=2[O:7][CH2:6]1)=[N+:2]=[N-:3], predict the reactants needed to synthesize it. The reactants are: [N:1]([CH2:4][CH:5]1[NH:10][C:9]2[C:11](Br)=[CH:12][C:13]([Cl:15])=[CH:14][C:8]=2[O:7][CH2:6]1)=[N+:2]=[N-:3].[F:17][C:18]([F:33])([F:32])[C:19]1[CH:24]=[C:23]([C:25]([F:28])([F:27])[F:26])[CH:22]=[CH:21][C:20]=1B(O)O.